The task is: Predict the product of the given reaction.. This data is from Forward reaction prediction with 1.9M reactions from USPTO patents (1976-2016). (1) Given the reactants Cl.[F:2][C:3]([F:17])([F:16])[C:4]1[CH:5]=[C:6]([N:10]2[CH2:15][CH2:14][NH:13][CH2:12][CH2:11]2)[CH:7]=[CH:8][CH:9]=1.[N:18]#[C:19]Br.C(N(CC)CC)C, predict the reaction product. The product is: [F:17][C:3]([F:2])([F:16])[C:4]1[CH:5]=[C:6]([N:10]2[CH2:15][CH2:14][N:13]([C:19]#[N:18])[CH2:12][CH2:11]2)[CH:7]=[CH:8][CH:9]=1. (2) Given the reactants [Cl:1][C:2]1[CH:8]=[C:7]([O:9][CH3:10])[CH:6]=[CH:5][C:3]=1[NH2:4].N([O-])=O.[Na+].[N-:15]=[N+:16]=[N-].[Na+].[OH-].[Na+], predict the reaction product. The product is: [N:4]([C:3]1[CH:5]=[CH:6][C:7]([O:9][CH3:10])=[CH:8][C:2]=1[Cl:1])=[N+:15]=[N-:16]. (3) Given the reactants [S:1]1[CH:5]=[CH:4][N:3]=[C:2]1[C:6]1[CH:7]=[C:8]2[C:12](=[CH:13][CH:14]=1)[CH:11](O)[CH2:10][CH2:9]2.Cl, predict the reaction product. The product is: [CH2:9]1[C:8]2[C:12](=[CH:13][CH:14]=[C:6]([C:2]3[S:1][CH:5]=[CH:4][N:3]=3)[CH:7]=2)[CH:11]=[CH:10]1. (4) Given the reactants B.C1C[O:5]CC1.[Br:7][C:8]1[CH:21]=[CH:20][C:19]2[O:18][C:17]3[C:12](=[CH:13][CH:14]=[C:15]([Br:22])[CH:16]=3)[C:11](=[CH2:23])[C:10]=2[CH:9]=1.OO.[OH-].[Na+], predict the reaction product. The product is: [Br:7][C:8]1[CH:21]=[CH:20][C:19]2[O:18][C:17]3[C:12](=[CH:13][CH:14]=[C:15]([Br:22])[CH:16]=3)[CH:11]([CH2:23][OH:5])[C:10]=2[CH:9]=1. (5) Given the reactants [CH3:1][C:2]1[N:3]=[C:4]2[CH:12]=[CH:11][CH:10]=[C:9]3[N:5]2[C:6]=1[C:7](=[O:31])[N:8]3[CH2:13][CH2:14][C:15]([CH3:30])([CH3:29])[CH2:16][CH2:17][N:18]1C(=O)C2=CC=CC=C2C1=O, predict the reaction product. The product is: [CH3:1][C:2]1[N:3]=[C:4]2[CH:12]=[CH:11][CH:10]=[C:9]3[N:5]2[C:6]=1[C:7](=[O:31])[N:8]3[CH2:13][CH2:14][C:15]([CH3:29])([CH3:30])[CH2:16][CH2:17][NH2:18].